The task is: Regression. Given two drug SMILES strings and cell line genomic features, predict the synergy score measuring deviation from expected non-interaction effect.. This data is from NCI-60 drug combinations with 297,098 pairs across 59 cell lines. (1) Drug 1: C1CC(C1)(C(=O)O)C(=O)O.[NH2-].[NH2-].[Pt+2]. Drug 2: C(=O)(N)NO. Cell line: HCT116. Synergy scores: CSS=15.4, Synergy_ZIP=9.79, Synergy_Bliss=18.8, Synergy_Loewe=5.42, Synergy_HSA=8.93. (2) Drug 1: C1CC(=O)NC(=O)C1N2CC3=C(C2=O)C=CC=C3N. Drug 2: CCC1(CC2CC(C3=C(CCN(C2)C1)C4=CC=CC=C4N3)(C5=C(C=C6C(=C5)C78CCN9C7C(C=CC9)(C(C(C8N6C=O)(C(=O)OC)O)OC(=O)C)CC)OC)C(=O)OC)O.OS(=O)(=O)O. Cell line: IGROV1. Synergy scores: CSS=15.9, Synergy_ZIP=-6.69, Synergy_Bliss=-3.21, Synergy_Loewe=-6.18, Synergy_HSA=-0.514. (3) Drug 1: COC1=NC(=NC2=C1N=CN2C3C(C(C(O3)CO)O)O)N. Drug 2: CCN(CC)CCNC(=O)C1=C(NC(=C1C)C=C2C3=C(C=CC(=C3)F)NC2=O)C. Cell line: OVCAR3. Synergy scores: CSS=-0.561, Synergy_ZIP=0.0144, Synergy_Bliss=-2.33, Synergy_Loewe=-6.06, Synergy_HSA=-6.38. (4) Drug 1: C1CNP(=O)(OC1)N(CCCl)CCCl. Drug 2: C(CN)CNCCSP(=O)(O)O. Cell line: ACHN. Synergy scores: CSS=-5.12, Synergy_ZIP=3.90, Synergy_Bliss=1.37, Synergy_Loewe=-9.77, Synergy_HSA=-8.46. (5) Drug 1: COC1=C(C=C2C(=C1)N=CN=C2NC3=CC(=C(C=C3)F)Cl)OCCCN4CCOCC4. Drug 2: CCC(=C(C1=CC=CC=C1)C2=CC=C(C=C2)OCCN(C)C)C3=CC=CC=C3.C(C(=O)O)C(CC(=O)O)(C(=O)O)O. Cell line: CCRF-CEM. Synergy scores: CSS=10.9, Synergy_ZIP=-0.901, Synergy_Bliss=4.31, Synergy_Loewe=2.73, Synergy_HSA=2.48. (6) Drug 1: C1CCC(C1)C(CC#N)N2C=C(C=N2)C3=C4C=CNC4=NC=N3. Drug 2: CC1CCC2CC(C(=CC=CC=CC(CC(C(=O)C(C(C(=CC(C(=O)CC(OC(=O)C3CCCCN3C(=O)C(=O)C1(O2)O)C(C)CC4CCC(C(C4)OC)OCCO)C)C)O)OC)C)C)C)OC. Cell line: COLO 205. Synergy scores: CSS=10.6, Synergy_ZIP=7.65, Synergy_Bliss=5.30, Synergy_Loewe=-16.9, Synergy_HSA=-2.69. (7) Drug 1: CN(C(=O)NC(C=O)C(C(C(CO)O)O)O)N=O. Drug 2: CC(C)NC(=O)C1=CC=C(C=C1)CNNC.Cl. Cell line: OVCAR-8. Synergy scores: CSS=-0.576, Synergy_ZIP=-0.680, Synergy_Bliss=-0.724, Synergy_Loewe=-5.32, Synergy_HSA=-3.49. (8) Drug 1: CC(CN1CC(=O)NC(=O)C1)N2CC(=O)NC(=O)C2. Drug 2: CS(=O)(=O)CCNCC1=CC=C(O1)C2=CC3=C(C=C2)N=CN=C3NC4=CC(=C(C=C4)OCC5=CC(=CC=C5)F)Cl. Cell line: MDA-MB-231. Synergy scores: CSS=6.89, Synergy_ZIP=-2.25, Synergy_Bliss=4.07, Synergy_Loewe=1.11, Synergy_HSA=1.20. (9) Drug 1: C1CC(=O)NC(=O)C1N2CC3=C(C2=O)C=CC=C3N. Synergy scores: CSS=2.79, Synergy_ZIP=-2.43, Synergy_Bliss=-4.00, Synergy_Loewe=-1.96, Synergy_HSA=-2.43. Drug 2: B(C(CC(C)C)NC(=O)C(CC1=CC=CC=C1)NC(=O)C2=NC=CN=C2)(O)O. Cell line: SK-MEL-2.